Dataset: Catalyst prediction with 721,799 reactions and 888 catalyst types from USPTO. Task: Predict which catalyst facilitates the given reaction. Reactant: C([O:5][C:6](=[O:43])[C:7]1[CH:12]=[CH:11][CH:10]=[C:9]([CH2:13][CH:14]([NH:28][C:29](=[O:40])[CH2:30][NH:31][C:32](=[O:39])[C:33]2[CH:38]=[CH:37][CH:36]=[CH:35][CH:34]=2)[B:15]2[O:23]C3C(C)(C4CC(C3)C4(C)C)[O:16]2)[C:8]=1OC)(C)(C)C.B(Br)(Br)Br. Product: [C:32]([NH:31][CH2:30][C:29]([NH:28][C@H:14]1[CH2:13][C:9]2[CH:10]=[CH:11][CH:12]=[C:7]([C:6]([OH:5])=[O:43])[C:8]=2[O:23][B:15]1[OH:16])=[O:40])(=[O:39])[C:33]1[CH:38]=[CH:37][CH:36]=[CH:35][CH:34]=1. The catalyst class is: 4.